Dataset: Reaction yield outcomes from USPTO patents with 853,638 reactions. Task: Predict the reaction yield, written as a fraction of the theoretical maximum amount of product (1.0 means a 100% yield; for example, 0.34 means a 34% yield). (1) The reactants are [Cl:1][C:2]1[C:3]([C:10]([OH:12])=[O:11])=[N:4][N:5]([CH3:9])[C:6](=[O:8])[CH:7]=1.Cl.[CH3:14]COC(C)=O. The catalyst is CO. The product is [Cl:1][C:2]1[C:3]([C:10]([O:12][CH3:14])=[O:11])=[N:4][N:5]([CH3:9])[C:6](=[O:8])[CH:7]=1. The yield is 0.170. (2) No catalyst specified. The yield is 0.485. The product is [Cl:24][C:25]1[CH:26]=[C:27]([NH:32][C:33]2[C:34]3[C:41](=[CH:19][C:13]4[NH:12][C:9]5[CH2:10][CH2:11][N:6]([CH2:5][CH2:4][N:3]([CH2:22][CH3:23])[CH2:1][CH3:2])[C:7](=[O:21])[C:8]=5[C:14]=4[C:15]([F:17])([F:18])[F:16])[C:40](=[O:42])[NH:39][C:35]=3[N:36]=[CH:37][N:38]=2)[CH:28]=[CH:29][C:30]=1[F:31]. The reactants are [CH2:1]([N:3]([CH2:22][CH3:23])[CH2:4][CH2:5][N:6]1[CH2:11][CH2:10][C:9]2[NH:12][C:13]([CH:19]=O)=[C:14]([C:15]([F:18])([F:17])[F:16])[C:8]=2[C:7]1=[O:21])[CH3:2].[Cl:24][C:25]1[CH:26]=[C:27]([NH:32][C:33]2[C:34]3[CH2:41][C:40](=[O:42])[NH:39][C:35]=3[N:36]=[CH:37][N:38]=2)[CH:28]=[CH:29][C:30]=1[F:31]. (3) The reactants are Cl[C:2]1[CH:3]=[C:4]2[C:9](=[CH:10][CH:11]=1)[N:8]=[CH:7][C:6]([C:12]([O:14][CH2:15][CH3:16])=[O:13])=[C:5]2[NH:17][C:18]1[CH:23]=[CH:22][C:21]([N:24]2[CH2:29][CH2:28][N:27]([C:30](=[O:33])[CH2:31][CH3:32])[CH2:26][CH2:25]2)=[C:20]([C:34]([F:37])([F:36])[F:35])[CH:19]=1.B(O)O.C([O-])([O-])=O.[Na+].[Na+]. The catalyst is O1CCOCC1. The product is [C:30]([N:27]1[CH2:28][CH2:29][N:24]([C:21]2[CH:22]=[CH:23][C:18]([NH:17][C:5]3[C:4]4[C:9](=[CH:10][CH:11]=[C:2]([C:6]5[CH:7]=[N:8][C:9]6[C:4]([CH:5]=5)=[CH:3][CH:2]=[CH:11][CH:10]=6)[CH:3]=4)[N:8]=[CH:7][C:6]=3[C:12]([O:14][CH2:15][CH3:16])=[O:13])=[CH:19][C:20]=2[C:34]([F:37])([F:35])[F:36])[CH2:25][CH2:26]1)(=[O:33])[CH2:31][CH3:32]. The yield is 0.310.